Dataset: Forward reaction prediction with 1.9M reactions from USPTO patents (1976-2016). Task: Predict the product of the given reaction. (1) Given the reactants Br[C:2]1[CH:19]=[CH:18][C:5]([O:6][C:7]2[C:8]3[CH:15]=[CH:14][C:13]([O:16][CH3:17])=[CH:12][C:9]=3[S:10][CH:11]=2)=[CH:4][CH:3]=1.C(N(C(C)C)CC)(C)C.[C:29]([O:33][CH3:34])(=[O:32])[CH:30]=[CH2:31], predict the reaction product. The product is: [CH3:17][O:16][C:13]1[CH:14]=[CH:15][C:8]2[C:7]([O:6][C:5]3[CH:18]=[CH:19][C:2](/[CH:31]=[CH:30]/[C:29]([O:33][CH3:34])=[O:32])=[CH:3][CH:4]=3)=[CH:11][S:10][C:9]=2[CH:12]=1. (2) Given the reactants [CH:1]1[CH:14]=[C:13]2[C:4]([CH:5]3[C:16]([C:17](O)=[O:18])=[C:15]([C:20]([OH:22])=[O:21])[CH:12]2[C:11]2[C:6]3=[CH:7][CH:8]=[CH:9][CH:10]=2)=[CH:3][CH:2]=1.C(Cl)(=O)C(Cl)=O, predict the reaction product. The product is: [CH:9]1[CH:10]=[C:11]2[C:6]([CH:5]3[C:16]4[C:17]([O:22][C:20](=[O:21])[C:15]=4[CH:12]2[C:13]2[C:4]3=[CH:3][CH:2]=[CH:1][CH:14]=2)=[O:18])=[CH:7][CH:8]=1. (3) Given the reactants [NH:1]1[C:9]2[C:4](=[CH:5][CH:6]=[C:7]([CH:10]=[O:11])[CH:8]=2)[CH:3]=[N:2]1.C([O-])([O-])=O.[K+].[K+].[I:18]I.[O-]S(S([O-])=O)=O.[Na+].[Na+], predict the reaction product. The product is: [I:18][C:3]1[C:4]2[C:9](=[CH:8][C:7]([CH:10]=[O:11])=[CH:6][CH:5]=2)[NH:1][N:2]=1.